Dataset: Forward reaction prediction with 1.9M reactions from USPTO patents (1976-2016). Task: Predict the product of the given reaction. (1) Given the reactants [CH3:1][C:2]1[N:7]=[CH:6][C:5]([C:8]([OH:10])=O)=[CH:4][CH:3]=1.C(Cl)(=O)C([Cl:14])=O, predict the reaction product. The product is: [CH3:1][C:2]1[N:7]=[CH:6][C:5]([C:8]([Cl:14])=[O:10])=[CH:4][CH:3]=1. (2) Given the reactants [CH3:1][NH:2][S:3]([CH2:6][CH2:7][C:8]1[CH:13]=[CH:12][C:11]([N+:14]([O-])=O)=[CH:10][CH:9]=1)(=[O:5])=[O:4], predict the reaction product. The product is: [CH3:1][NH:2][S:3]([CH2:6][CH2:7][C:8]1[CH:9]=[CH:10][C:11]([NH2:14])=[CH:12][CH:13]=1)(=[O:4])=[O:5]. (3) Given the reactants [H-].[Na+].[C:3]([O:11][CH2:12][CH3:13])(=[O:10])[CH2:4][C:5]([O:7][CH2:8][CH3:9])=[O:6].Br[CH2:15][C:16]1[CH:21]=[CH:20][C:19]([C:22]2[S:23][C:24]3[C:29]([N:30]=2)=[CH:28][CH:27]=[C:26]([C:31]2([C:34]4[CH:39]=[CH:38][CH:37]=[CH:36][CH:35]=4)[CH2:33][CH2:32]2)[N:25]=3)=[C:18]([F:40])[CH:17]=1, predict the reaction product. The product is: [F:40][C:18]1[CH:17]=[C:16]([CH2:15][CH:4]([C:5]([O:7][CH2:8][CH3:9])=[O:6])[C:3]([O:11][CH2:12][CH3:13])=[O:10])[CH:21]=[CH:20][C:19]=1[C:22]1[S:23][C:24]2[C:29]([N:30]=1)=[CH:28][CH:27]=[C:26]([C:31]1([C:34]3[CH:35]=[CH:36][CH:37]=[CH:38][CH:39]=3)[CH2:32][CH2:33]1)[N:25]=2. (4) Given the reactants [OH:1][C:2]1[C:11]([OH:12])=[C:10]([O:13][CH3:14])[CH:9]=[CH:8][C:3]=1[C:4]([O:6][CH3:7])=[O:5].Br[CH2:16][CH2:17]Br.C([O-])([O-])=O.[K+].[K+], predict the reaction product. The product is: [CH3:14][O:13][C:10]1[C:11]2[O:12][CH2:16][CH2:17][O:1][C:2]=2[C:3]([C:4]([O:6][CH3:7])=[O:5])=[CH:8][CH:9]=1. (5) Given the reactants [CH3:1][O:2]C1N=CC(C2SC3C=CC=CC=3N=2)=CN=1.[S:18]1[C:22]2[CH:23]=[CH:24][C:25](N)=[CH:26][C:21]=2[N:20]=[CH:19]1.Br[C:29]1[CH:30]=[CH:31][C:32]([NH:35][CH3:36])=[N:33][CH:34]=1, predict the reaction product. The product is: [CH3:1][O:2][C:25]1[CH:24]=[CH:23][C:22]2[S:18][C:19]([C:29]3[CH:30]=[CH:31][C:32]([NH:35][CH3:36])=[N:33][CH:34]=3)=[N:20][C:21]=2[CH:26]=1. (6) Given the reactants O.[C:2]([OH:6])(=[O:5])[CH:3]=[O:4].[C:7](=[O:17])([O:9][CH2:10][C:11]1[CH:16]=[CH:15][CH:14]=[CH:13][CH:12]=1)[NH2:8], predict the reaction product. The product is: [CH2:10]([O:9][C:7]([NH:8][CH:3]([OH:4])[C:2]([OH:6])=[O:5])=[O:17])[C:11]1[CH:16]=[CH:15][CH:14]=[CH:13][CH:12]=1. (7) Given the reactants C(O[C:5](=[O:7])[CH3:6])(=O)C.[F:8][C:9]1[CH:15]=[CH:14][CH:13]=[CH:12][C:10]=1[NH2:11], predict the reaction product. The product is: [C:5]([NH:11][C:10]1[CH:12]=[CH:13][CH:14]=[CH:15][C:9]=1[F:8])(=[O:7])[CH3:6]. (8) Given the reactants FC(F)(F)C1C=C(NC(=O)NC2C=CC(C3SC(CCC(O)=O)=NC=3)=CC=2)C=CC=1.[Cl:31][C:32]1[CH:37]=[CH:36][CH:35]=[CH:34][C:33]=1[NH:38][C:39](=[O:64])[NH:40][C:41]1[CH:46]=[CH:45][C:44]([C:47]2[N:48]=[C:49]([CH:52]3[CH2:57][CH2:56][N:55]([CH2:58][C:59]([O:61]CC)=[O:60])[CH2:54][CH2:53]3)[S:50][CH:51]=2)=[CH:43][CH:42]=1, predict the reaction product. The product is: [Cl:31][C:32]1[CH:37]=[CH:36][CH:35]=[CH:34][C:33]=1[NH:38][C:39](=[O:64])[NH:40][C:41]1[CH:42]=[CH:43][C:44]([C:47]2[N:48]=[C:49]([CH:52]3[CH2:53][CH2:54][N:55]([CH2:58][C:59]([OH:61])=[O:60])[CH2:56][CH2:57]3)[S:50][CH:51]=2)=[CH:45][CH:46]=1. (9) The product is: [CH3:5][N:6]1[CH2:7][CH2:8][N:9]([C:12]2[CH:17]=[CH:16][C:15]([NH2:18])=[CH:14][C:13]=2[CH2:21][N:22]2[CH2:23][CH2:24][N:25]([CH3:28])[CH2:26][CH2:27]2)[CH2:10][CH2:11]1. Given the reactants Cl[Sn]Cl.Cl.[CH3:5][N:6]1[CH2:11][CH2:10][N:9]([C:12]2[CH:17]=[CH:16][C:15]([N+:18]([O-])=O)=[CH:14][C:13]=2[CH2:21][N:22]2[CH2:27][CH2:26][N:25]([CH3:28])[CH2:24][CH2:23]2)[CH2:8][CH2:7]1.C([O-])([O-])=O.[Na+].[Na+], predict the reaction product.